Dataset: Catalyst prediction with 721,799 reactions and 888 catalyst types from USPTO. Task: Predict which catalyst facilitates the given reaction. (1) The catalyst class is: 455. Product: [CH2:44]([C:2]1[CH:7]=[C:6]([C:8]([F:11])([F:10])[F:9])[CH:5]=[CH:4][C:3]=1[C:12]1[C:21]2[C:16](=[CH:17][C:18]([S:22]([N:25]([CH2:31][C:32]3[CH:37]=[CH:36][C:35]([O:38][CH3:39])=[CH:34][C:33]=3[O:40][CH3:41])[C:26]3[S:27][CH:28]=[CH:29][N:30]=3)(=[O:24])=[O:23])=[CH:19][CH:20]=2)[CH:15]=[CH:14][N:13]=1)[CH:43]=[CH2:42]. Reactant: Br[C:2]1[CH:7]=[C:6]([C:8]([F:11])([F:10])[F:9])[CH:5]=[CH:4][C:3]=1[C:12]1[C:21]2[C:16](=[CH:17][C:18]([S:22]([N:25]([CH2:31][C:32]3[CH:37]=[CH:36][C:35]([O:38][CH3:39])=[CH:34][C:33]=3[O:40][CH3:41])[C:26]3[S:27][CH:28]=[CH:29][N:30]=3)(=[O:24])=[O:23])=[CH:19][CH:20]=2)[CH:15]=[CH:14][N:13]=1.[CH2:42]([Sn](CCCC)(CCCC)CCCC)[CH:43]=[CH2:44]. (2) Reactant: Cl[C:2]1[CH:11]=[C:10]([Cl:12])[C:9]2[C:4](=[CH:5][C:6]([O:14][CH3:15])=[C:7]([F:13])[CH:8]=2)[N:3]=1.C(=O)([O-])[O-].[Cs+].[Cs+].[CH:22]([C:25]1[CH:29]=[CH:28][NH:27][N:26]=1)([CH3:24])[CH3:23]. Product: [Cl:12][C:10]1[C:9]2[C:4](=[CH:5][C:6]([O:14][CH3:15])=[C:7]([F:13])[CH:8]=2)[N:3]=[C:2]([N:27]2[CH:28]=[CH:29][C:25]([CH:22]([CH3:24])[CH3:23])=[N:26]2)[CH:11]=1. The catalyst class is: 18. (3) The catalyst class is: 476. Reactant: [CH2:1]([O:3][C:4]1[CH:9]=[CH:8][C:7]([C:10]2[CH:15]=[CH:14][CH:13]=[C:12]([F:16])[C:11]=2[F:17])=[C:6]([F:18])[C:5]=1[F:19])[CH3:2].C([Li])(CC)C.[O:25]1[C:29]2([CH2:34][CH2:33][C:32](=O)[CH2:31][CH2:30]2)[O:28][CH2:27][CH2:26]1.Cl. Product: [CH2:1]([O:3][C:4]1[CH:9]=[CH:8][C:7]([C:10]2[CH:15]=[CH:14][C:13]([CH:32]3[CH2:33][CH2:34][C:29]4([O:28][CH2:27][CH2:26][O:25]4)[CH2:30][CH2:31]3)=[C:12]([F:16])[C:11]=2[F:17])=[C:6]([F:18])[C:5]=1[F:19])[CH3:2].